Task: Predict the reactants needed to synthesize the given product.. Dataset: Full USPTO retrosynthesis dataset with 1.9M reactions from patents (1976-2016) Given the product [CH3:111][O:110][C:108]([C:107]1[CH:106]=[CH:105][O:104][C:103]=1[CH2:102][O:19][C:14]1[CH:15]=[CH:16][CH:17]=[CH:18][C:13]=1[CH:11]1[N:10]([C:30](=[O:31])[C:32]2[C:37]([F:38])=[CH:36][C:35]([F:39])=[CH:34][C:33]=2[F:40])[N:9]=[C:8]([C:5]2[CH:6]=[CH:7][C:2]([F:1])=[CH:3][CH:4]=2)[S:12]1)=[O:109], predict the reactants needed to synthesize it. The reactants are: [F:1][C:2]1[CH:7]=[CH:6][C:5]([C:8]2[S:12][CH:11]([C:13]3[CH:18]=[CH:17][CH:16]=[CH:15][C:14]=3[O:19][Si](C(C)C)(C(C)C)C(C)C)[N:10]([C:30]([C:32]3[C:37]([F:38])=[CH:36][C:35]([F:39])=[CH:34][C:33]=3[F:40])=[O:31])[N:9]=2)=[CH:4][CH:3]=1.FC1C=CC(C2SC(C3C=CC=C(OC)C=3O[Si](C(C)C)(C(C)C)C(C)C)N(C(C3C(F)=CC(F)=CC=3F)=O)N=2)=CC=1.[F-].C([N+](CCCC)(CCCC)CCCC)CCC.Br[CH2:102][C:103]1[O:104][CH:105]=[CH:106][C:107]=1[C:108]([O:110][CH3:111])=[O:109].